From a dataset of HIV replication inhibition screening data with 41,000+ compounds from the AIDS Antiviral Screen. Binary Classification. Given a drug SMILES string, predict its activity (active/inactive) in a high-throughput screening assay against a specified biological target. (1) The compound is CCNC(=O)Nc1ccc(Cl)cn1. The result is 0 (inactive). (2) The drug is CC(=O)OC1SC(OC(C)=O)C2OC(=O)OC12. The result is 0 (inactive). (3) The molecule is Cc1cc(CN(Cc2ccccc2)Cc2nc3ccccc3[nH]2)c(O)c(CN(Cc2nc3ccccc3[nH]2)Cc2nc3ccccc3[nH]2)c1.Cl. The result is 0 (inactive). (4) The compound is CSC1=NC(=Cc2ccco2)C(=O)N1CN1CCCCC1. The result is 0 (inactive). (5) The compound is CCOC(=O)NN=CC1=NN(C(=O)OCC)S(=O)C1C. The result is 0 (inactive). (6) The compound is COCc1c(C(=O)NCCO)[n+]([O-])c2ccccc2[n+]1[O-]. The result is 0 (inactive). (7) The compound is CCCCn1c(=N)[nH][nH]c1=S. The result is 0 (inactive). (8) The molecule is O=C(O)CCCCSCCCCC(=O)O. The result is 0 (inactive). (9) The compound is Cn1c(=O)c(=O)n(C)c2nc3ccccc3nc21. The result is 0 (inactive). (10) The molecule is Nc1nc(Cl)cc(OCC2(CO)CC2)n1. The result is 0 (inactive).